This data is from Reaction yield outcomes from USPTO patents with 853,638 reactions. The task is: Predict the reaction yield, written as a fraction of the theoretical maximum amount of product (1.0 means a 100% yield; for example, 0.34 means a 34% yield). (1) The reactants are Br[C:2]1[C:3](=[O:32])[N:4]([CH2:24][CH2:25][C:26]2[CH:31]=[CH:30][CH:29]=[CH:28][CH:27]=2)[C:5]([C:9]2[CH:14]=[CH:13][CH:12]=[C:11]([F:15])[C:10]=2[O:16]CC2C=CC=CC=2)=[N:6][C:7]=1[CH3:8].[F-].[Cs+].[CH3:35][C:36]1[S:37][C:38]([Sn](CCCC)(CCCC)CCCC)=[CH:39][N:40]=1. The catalyst is O1CCOCC1.CC(P(C(C)(C)C)C(C)(C)C)(C)C.CC(P(C(C)(C)C)C(C)(C)C)(C)C.[Pd]. The product is [F:15][C:11]1[C:10]([OH:16])=[C:9]([C:5]2[N:4]([CH2:24][CH2:25][C:26]3[CH:31]=[CH:30][CH:29]=[CH:28][CH:27]=3)[C:3](=[O:32])[C:2]([C:38]3[S:37][C:36]([CH3:35])=[N:40][CH:39]=3)=[C:7]([CH3:8])[N:6]=2)[CH:14]=[CH:13][CH:12]=1. The yield is 0.710. (2) The product is [Cl:8][CH2:7][C:6]([O:5][CH2:3][O:4][C:10](=[O:11])[CH2:12][Cl:14])=[O:9]. The catalyst is S(=O)(=O)(O)O. The yield is 0.570. The reactants are ClC[C:3]([O:5][C:6](=[O:9])[CH2:7][Cl:8])=[O:4].[CH2:10]=[O:11].[CH2:12]([Cl:14])Cl. (3) The reactants are C(OC(=O)[NH:7][CH:8]1[CH2:13][CH2:12][N:11]([C:14]2[NH:15][C:16](=[O:37])[C:17]([C:29]3[CH:34]=[CH:33][C:32]([O:35][CH3:36])=[CH:31][CH:30]=3)=[C:18]([C:20]3[CH:25]=[CH:24][C:23]([C:26]#[N:27])=[C:22]([F:28])[CH:21]=3)[N:19]=2)[CH2:10][CH2:9]1)(C)(C)C.Cl. The catalyst is CC(=O)OCC. The product is [NH2:7][CH:8]1[CH2:13][CH2:12][N:11]([C:14]2[NH:15][C:16](=[O:37])[C:17]([C:29]3[CH:30]=[CH:31][C:32]([O:35][CH3:36])=[CH:33][CH:34]=3)=[C:18]([C:20]3[CH:25]=[CH:24][C:23]([C:26]#[N:27])=[C:22]([F:28])[CH:21]=3)[N:19]=2)[CH2:10][CH2:9]1. The yield is 0.400. (4) The reactants are N1[CH:5]=[CH:4][N:3]=C1.[CH3:6][C:7]([Si:10](Cl)([CH3:12])[CH3:11])([CH3:9])[CH3:8].[OH2:14]. The catalyst is C(Cl)Cl. The product is [C:7]([Si:10]([CH3:12])([CH3:11])[O:14][CH2:5][CH2:4][NH2:3])([CH3:9])([CH3:8])[CH3:6]. The yield is 0.300. (5) The reactants are [CH3:1][O:2][C:3](=[O:19])[CH:4]([C:12]1[CH:17]=[CH:16][C:15]([Cl:18])=[CH:14][CH:13]=1)[C:5]1[CH:10]=[CH:9][C:8]([Cl:11])=[CH:7][CH:6]=1.[Li+].[CH3:21]C([N-]C(C)C)C.IC. The catalyst is C1COCC1. The product is [CH3:1][O:2][C:3](=[O:19])[C:4]([C:12]1[CH:17]=[CH:16][C:15]([Cl:18])=[CH:14][CH:13]=1)([C:5]1[CH:6]=[CH:7][C:8]([Cl:11])=[CH:9][CH:10]=1)[CH3:21]. The yield is 0.170. (6) The reactants are [F:1][C:2]1[CH:7]=[CH:6][C:5]([C:8](=[C:22]2[CH2:27][C:26]([CH3:29])([CH3:28])[CH2:25][C:24]([CH3:31])([CH3:30])[CH2:23]2)[C:9]2[CH:14]=[CH:13][C:12]([O:15][CH2:16][C:17](OCC)=[O:18])=[CH:11][CH:10]=2)=[CH:4][CH:3]=1.[H-].[H-].[H-].[H-].[Li+].[Al+3].Cl. The catalyst is C1COCC1. The product is [F:1][C:2]1[CH:3]=[CH:4][C:5]([C:8](=[C:22]2[CH2:23][C:24]([CH3:31])([CH3:30])[CH2:25][C:26]([CH3:29])([CH3:28])[CH2:27]2)[C:9]2[CH:14]=[CH:13][C:12]([O:15][CH2:16][CH2:17][OH:18])=[CH:11][CH:10]=2)=[CH:6][CH:7]=1. The yield is 0.790. (7) The reactants are [CH3:1][NH2:2].O=[C:4]1[O:9][C:8]([C:10]2[CH:15]=[CH:14][CH:13]=[CH:12][C:11]=2[C:16]([F:19])([F:18])[F:17])=[N:7][C:6]2[C:20]([C:24]([NH:26][C:27]3[CH:32]=[CH:31][CH:30]=[CH:29][N:28]=3)=[O:25])=[CH:21][CH:22]=[CH:23][C:5]1=2. The catalyst is CO. The product is [CH3:1][N:2]1[C:4](=[O:9])[C:5]2[C:6](=[C:20]([C:24]([NH:26][C:27]3[CH:32]=[CH:31][CH:30]=[CH:29][N:28]=3)=[O:25])[CH:21]=[CH:22][CH:23]=2)[N:7]=[C:8]1[C:10]1[CH:15]=[CH:14][CH:13]=[CH:12][C:11]=1[C:16]([F:17])([F:18])[F:19]. The yield is 0.220.